Predict which catalyst facilitates the given reaction. From a dataset of Catalyst prediction with 721,799 reactions and 888 catalyst types from USPTO. (1) Reactant: [I:1][C:2]1[CH:7]=[CH:6][C:5]([C@@H:8]2[CH2:10][C@H:9]2[NH2:11])=[CH:4][CH:3]=1.[CH:12]([CH:14]1[CH2:19][CH2:18][N:17]([C:20]([O:22][C:23]([CH3:26])([CH3:25])[CH3:24])=[O:21])[CH2:16][CH2:15]1)=O.C(O)(=O)C.C([BH3-])#N.[Na+]. Product: [I:1][C:2]1[CH:3]=[CH:4][C:5]([C@@H:8]2[CH2:10][C@H:9]2[NH:11][CH2:12][CH:14]2[CH2:19][CH2:18][N:17]([C:20]([O:22][C:23]([CH3:24])([CH3:26])[CH3:25])=[O:21])[CH2:16][CH2:15]2)=[CH:6][CH:7]=1. The catalyst class is: 5. (2) Reactant: [S:1]1[CH:5]=[CH:4][N:3]=[CH:2]1.CN(CCN(C)C)C.[Li]CCCC.[CH3:19][NH:20][C@H:21]([C:31]([NH:33][C@H:34]([C:39]([N:41]([C@@H:43]([CH:53]([CH3:55])[CH3:54])/[CH:44]=[C:45](\[CH3:52])/[C:46](N(OC)C)=[O:47])[CH3:42])=[O:40])[C:35]([CH3:38])([CH3:37])[CH3:36])=[O:32])[C:22]([CH3:30])([CH3:29])[C:23]1[CH:28]=[CH:27][CH:26]=[CH:25][CH:24]=1. Product: [CH3:19][NH:20][C@H:21]([C:31]([NH:33][C@H:34]([C:39]([N:41]([C@@H:43]([CH:53]([CH3:55])[CH3:54])/[CH:44]=[C:45](\[CH3:52])/[C:46](=[O:47])[C:2]1[S:1][CH:5]=[CH:4][N:3]=1)[CH3:42])=[O:40])[C:35]([CH3:38])([CH3:37])[CH3:36])=[O:32])[C:22]([CH3:30])([CH3:29])[C:23]1[CH:28]=[CH:27][CH:26]=[CH:25][CH:24]=1. The catalyst class is: 1. (3) Reactant: [N+:1]([C:4]1[CH:12]=[CH:11][C:7]2[N:8]=C[S:10][C:6]=2[CH:5]=1)([O-:3])=[O:2].O.NN. Product: [NH2:8][C:7]1[CH:11]=[CH:12][C:4]([N+:1]([O-:3])=[O:2])=[CH:5][C:6]=1[SH:10]. The catalyst class is: 8. (4) Reactant: [CH3:1][C:2]1[C:7]([CH3:8])=[CH:6][CH:5]=[CH:4][C:3]=1[C:9]([C:11]1[N:15]([C:16]([C:29]2[CH:34]=[CH:33][CH:32]=[CH:31][CH:30]=2)([C:23]2[CH:28]=[CH:27][CH:26]=[CH:25][CH:24]=2)[C:17]2[CH:22]=[CH:21][CH:20]=[CH:19][CH:18]=2)[CH:14]=[N:13][CH:12]=1)=[O:10].[C:35]1([Mg]Br)[CH:40]=[CH:39][CH:38]=[CH:37][CH:36]=1. Product: [CH3:1][C:2]1[C:7]([CH3:8])=[CH:6][CH:5]=[CH:4][C:3]=1[C:9]([C:35]1[CH:40]=[CH:39][CH:38]=[CH:37][CH:36]=1)([C:11]1[N:15]([C:16]([C:23]2[CH:24]=[CH:25][CH:26]=[CH:27][CH:28]=2)([C:17]2[CH:22]=[CH:21][CH:20]=[CH:19][CH:18]=2)[C:29]2[CH:34]=[CH:33][CH:32]=[CH:31][CH:30]=2)[CH:14]=[N:13][CH:12]=1)[OH:10]. The catalyst class is: 4. (5) Reactant: Br[C:2]1[CH:7]=[CH:6][C:5]([NH:8][C:9](=[O:11])[CH3:10])=[CH:4][CH:3]=1.[CH3:12][C:13]1([CH3:29])[C:17]([CH3:19])([CH3:18])[O:16][B:15]([B:15]2[O:16][C:17]([CH3:19])([CH3:18])[C:13]([CH3:29])([CH3:12])[O:14]2)[O:14]1.CC([O-])=O.[K+]. Product: [CH3:12][C:13]1([CH3:29])[C:17]([CH3:19])([CH3:18])[O:16][B:15]([C:2]2[CH:7]=[CH:6][C:5]([NH:8][C:9](=[O:11])[CH3:10])=[CH:4][CH:3]=2)[O:14]1. The catalyst class is: 75. (6) Reactant: [C:1]1([S:7]([N:10]2[C:14]3=[N:15][CH:16]=[C:17]([N+:20]([O-:22])=[O:21])[C:18](Cl)=[C:13]3[CH:12]=[CH:11]2)(=[O:9])=[O:8])[CH:6]=[CH:5][CH:4]=[CH:3][CH:2]=1.[C:23]([O:27][C:28](=[O:36])[NH:29][C@H:30]1[CH2:34][CH2:33][C@H:32]([NH2:35])[CH2:31]1)([CH3:26])([CH3:25])[CH3:24].C(N(C(C)C)CC)(C)C. Product: [C:23]([O:27][C:28](=[O:36])[NH:29][C@H:30]1[CH2:34][CH2:33][C@H:32]([NH:35][C:18]2[C:17]([N+:20]([O-:22])=[O:21])=[CH:16][N:15]=[C:14]3[N:10]([S:7]([C:1]4[CH:6]=[CH:5][CH:4]=[CH:3][CH:2]=4)(=[O:9])=[O:8])[CH:11]=[CH:12][C:13]=23)[CH2:31]1)([CH3:26])([CH3:24])[CH3:25]. The catalyst class is: 41. (7) Reactant: [OH:1][C@H:2]([CH2:6][CH2:7][CH2:8][C:9]1[CH:14]=[CH:13][C:12]([O:15][CH2:16][C:17]2[N:18]=[C:19]([C:23]3[CH:28]=[CH:27][CH:26]=[CH:25][CH:24]=3)[S:20][C:21]=2[CH3:22])=[CH:11][CH:10]=1)C(O)=O.C([N:31]([CH2:34]C)CC)C.[C:36](Cl)(=[O:40])[O:37][CH2:38][CH3:39].N.[O:43]1CCCC1. Product: [CH2:38]([O:37][C:36]([O:1][C@H:2]([CH2:6][CH2:7][CH2:8][C:9]1[CH:10]=[CH:11][C:12]([O:15][CH2:16][C:17]2[N:18]=[C:19]([C:23]3[CH:24]=[CH:25][CH:26]=[CH:27][CH:28]=3)[S:20][C:21]=2[CH3:22])=[CH:13][CH:14]=1)[C:34]([NH2:31])=[O:43])=[O:40])[CH3:39]. The catalyst class is: 6.